Dataset: Forward reaction prediction with 1.9M reactions from USPTO patents (1976-2016). Task: Predict the product of the given reaction. (1) Given the reactants [CH:1]([Mg]Br)([CH3:3])[CH3:2].B(F)(F)F.CCOCC.[CH:15]([O:18][C:19]([N:21]1[CH:26]=[CH:25][C:24](=[O:27])[CH2:23][CH:22]1[CH:28]([CH3:30])[CH3:29])=[O:20])([CH3:17])[CH3:16], predict the reaction product. The product is: [CH:15]([O:18][C:19]([N:21]1[C@@H:26]([CH:1]([CH3:3])[CH3:2])[CH2:25][C:24](=[O:27])[CH2:23][C@@H:22]1[CH:28]([CH3:30])[CH3:29])=[O:20])([CH3:17])[CH3:16]. (2) Given the reactants [F:1][C:2]1[CH:7]=[C:6]([O:8][C:9]2[C:10]3[N:17]([CH3:18])[CH:16]=[CH:15][C:11]=3[N:12]=[CH:13][N:14]=2)[CH:5]=[CH:4][C:3]=1[NH:19][C:20]([NH:22][C:23]1[CH:28]=[CH:27][CH:26]=[C:25]([C:29]([F:32])([F:31])[F:30])[CH:24]=1)=[O:21].[BrH:33].C(O)C, predict the reaction product. The product is: [BrH:33].[F:1][C:2]1[CH:7]=[C:6]([O:8][C:9]2[C:10]3[N:17]([CH3:18])[CH:16]=[CH:15][C:11]=3[N:12]=[CH:13][N:14]=2)[CH:5]=[CH:4][C:3]=1[NH:19][C:20]([NH:22][C:23]1[CH:28]=[CH:27][CH:26]=[C:25]([C:29]([F:31])([F:30])[F:32])[CH:24]=1)=[O:21]. (3) The product is: [CH3:1][C@@H:2]([N:6]1[CH2:10][CH2:9][CH2:8][CH2:7]1)/[CH:3]=[CH:4]\[CH3:5].[CH3:1][C@@H:2]([N:6]1[CH2:10][CH2:9][CH2:8][CH2:7]1)[C:3]#[C:4][CH3:5]. Given the reactants [CH3:1][C@@H:2]([N:6]1[CH2:10][CH2:9][CH2:8][CH2:7]1)[C:3]#[C:4][CH3:5], predict the reaction product. (4) The product is: [CH3:22][O:21][C:18]1[CH:19]=[CH:20][C:15]([CH2:14][N:8]2[C:7]3[CH:12]=[CH:13][C:4]([N+:1]([O-:3])=[O:2])=[CH:5][C:6]=3[O:11][CH2:10][CH2:9]2)=[CH:16][CH:17]=1. Given the reactants [N+:1]([C:4]1[CH:13]=[CH:12][C:7]2[NH:8][CH2:9][CH2:10][O:11][C:6]=2[CH:5]=1)([O-:3])=[O:2].[CH:14](=O)[C:15]1[CH:20]=[CH:19][C:18]([O:21][CH3:22])=[CH:17][CH:16]=1.[BH3-]C#N.[Na+], predict the reaction product. (5) Given the reactants Cl[C:2]1[C:11]2[C:6](=[C:7]([NH:12][S:13]([C:16]3[CH:21]=[CH:20][CH:19]=[CH:18][CH:17]=3)(=[O:15])=[O:14])[CH:8]=[CH:9][CH:10]=2)[N:5]=[CH:4][CH:3]=1.[CH3:22][NH2:23], predict the reaction product. The product is: [CH3:22][NH:23][C:2]1[C:11]2[C:6](=[C:7]([NH:12][S:13]([C:16]3[CH:21]=[CH:20][CH:19]=[CH:18][CH:17]=3)(=[O:15])=[O:14])[CH:8]=[CH:9][CH:10]=2)[N:5]=[CH:4][CH:3]=1.